This data is from Catalyst prediction with 721,799 reactions and 888 catalyst types from USPTO. The task is: Predict which catalyst facilitates the given reaction. Product: [O:10]=[C:2]1[NH:3][C:4]2[CH:9]=[CH:8][CH:7]=[CH:6][C:5]=2[S:1]1.[CH3:19][CH2:18][CH:17]([C:2]([NH2:3])=[O:10])[CH2:16][CH2:15][CH3:14]. Reactant: [S:1]1[C:5]2[CH:6]=[CH:7][CH:8]=[CH:9][C:4]=2[NH:3][C:2]1=[O:10].N([CH2:14][CH2:15][CH2:16][CH2:17][CH2:18][CH3:19])=C=O. The catalyst class is: 17.